From a dataset of Peptide-MHC class II binding affinity with 134,281 pairs from IEDB. Regression. Given a peptide amino acid sequence and an MHC pseudo amino acid sequence, predict their binding affinity value. This is MHC class II binding data. (1) The peptide sequence is DSNIMNSINNVMDEIDFFEK. The MHC is HLA-DQA10501-DQB10301 with pseudo-sequence HLA-DQA10501-DQB10301. The binding affinity (normalized) is 0.376. (2) The peptide sequence is ASIIRLVGAVLAEQH. The MHC is HLA-DPA10201-DPB10101 with pseudo-sequence HLA-DPA10201-DPB10101. The binding affinity (normalized) is 0.394. (3) The peptide sequence is SNKFHIRLIKGELSN. The MHC is DRB4_0101 with pseudo-sequence DRB4_0103. The binding affinity (normalized) is 0.913. (4) The peptide sequence is CKYGSLKPNCGNKVV. The MHC is HLA-DQA10401-DQB10402 with pseudo-sequence HLA-DQA10401-DQB10402. The binding affinity (normalized) is 0.